This data is from Peptide-MHC class I binding affinity with 185,985 pairs from IEDB/IMGT. The task is: Regression. Given a peptide amino acid sequence and an MHC pseudo amino acid sequence, predict their binding affinity value. This is MHC class I binding data. (1) The peptide sequence is ARLMAEAL. The MHC is Mamu-B08 with pseudo-sequence Mamu-B08. The binding affinity (normalized) is 0.334. (2) The peptide sequence is KVGYFQHGA. The MHC is HLA-A02:19 with pseudo-sequence HLA-A02:19. The binding affinity (normalized) is 0.0847. (3) The peptide sequence is YMTLQAVTF. The MHC is HLA-A30:01 with pseudo-sequence HLA-A30:01. The binding affinity (normalized) is 0.0847. (4) The peptide sequence is DFFPSVRDL. The MHC is Patr-A0401 with pseudo-sequence Patr-A0401. The binding affinity (normalized) is 0. (5) The peptide sequence is RLRAEAQVK. The MHC is HLA-A02:06 with pseudo-sequence HLA-A02:06. The binding affinity (normalized) is 0.199. (6) The peptide sequence is IFPGDKTSY. The MHC is HLA-A31:01 with pseudo-sequence HLA-A31:01. The binding affinity (normalized) is 0. (7) The MHC is HLA-B35:01 with pseudo-sequence HLA-B35:01. The binding affinity (normalized) is 0.533. The peptide sequence is EAFPYEITE. (8) The peptide sequence is FMFSTVATI. The MHC is HLA-A68:02 with pseudo-sequence HLA-A68:02. The binding affinity (normalized) is 0.301.